From a dataset of Reaction yield outcomes from USPTO patents with 853,638 reactions. Predict the reaction yield, written as a fraction of the theoretical maximum amount of product (1.0 means a 100% yield; for example, 0.34 means a 34% yield). (1) The reactants are [F:1][C:2]1[CH:3]=[C:4]([CH:28]=[C:29]([F:31])[CH:30]=1)[O:5][C:6]1[CH:11]=[CH:10][C:9]([C:12]2[C:20]3[C:15](=[N:16][CH:17]=[N:18][C:19]=3[NH2:21])[N:14]([CH2:22][C@H:23]3[CH2:27][CH2:26][CH2:25][NH:24]3)[N:13]=2)=[CH:8][CH:7]=1.[C:32]([CH2:34][C:35](O)=[O:36])#[N:33].CN(C(ON1N=NC2C=CC=NC1=2)=[N+](C)C)C.F[P-](F)(F)(F)(F)F.C(N(CC)CC)C. The catalyst is CN(C)C=O. The product is [NH2:21][C:19]1[N:18]=[CH:17][N:16]=[C:15]2[N:14]([CH2:22][C@H:23]3[CH2:27][CH2:26][CH2:25][N:24]3[C:35](=[O:36])[CH2:34][C:32]#[N:33])[N:13]=[C:12]([C:9]3[CH:8]=[CH:7][C:6]([O:5][C:4]4[CH:28]=[C:29]([F:31])[CH:30]=[C:2]([F:1])[CH:3]=4)=[CH:11][CH:10]=3)[C:20]=12. The yield is 0.470. (2) The yield is 0.630. The catalyst is C(Cl)Cl. The reactants are C(O[C:4]([C:6]1[S:7][C:8]([C:18]2[CH:23]=[CH:22][C:21]([Cl:24])=[CH:20][CH:19]=2)=[C:9]([C:11]2[CH:16]=[CH:15][C:14]([Cl:17])=[CH:13][CH:12]=2)[N:10]=1)=[O:5])C.CO.[CH2:27]([O:29][CH2:30][CH2:31][NH2:32])[CH3:28]. The product is [CH2:27]([O:29][CH2:30][CH2:31][NH:32][C:4]([C:6]1[S:7][C:8]([C:18]2[CH:19]=[CH:20][C:21]([Cl:24])=[CH:22][CH:23]=2)=[C:9]([C:11]2[CH:16]=[CH:15][C:14]([Cl:17])=[CH:13][CH:12]=2)[N:10]=1)=[O:5])[CH3:28]. (3) The reactants are [CH2:1]([C:8]1[CH:14]=[CH:13][C:11]([NH2:12])=[CH:10][CH:9]=1)[C:2]1[CH:7]=[CH:6][CH:5]=[CH:4][CH:3]=1.[C:15]([O:19][C:20]([N:22]1[CH2:28][CH2:27][CH2:26][C@@H:23]1[CH:24]=O)=[O:21])([CH3:18])([CH3:17])[CH3:16].C(O[BH-](OC(=O)C)OC(=O)C)(=O)C.[Na+].C(O)(=O)C. The catalyst is ClC(Cl)C.C([O-])(O)=O.[Na+]. The product is [C:15]([O:19][C:20]([N:22]1[CH2:28][CH2:27][CH2:26][C@@H:23]1[CH2:24][NH:12][C:11]1[CH:10]=[CH:9][C:8]([CH2:1][C:2]2[CH:3]=[CH:4][CH:5]=[CH:6][CH:7]=2)=[CH:14][CH:13]=1)=[O:21])([CH3:18])([CH3:16])[CH3:17]. The yield is 0.850.